Dataset: Catalyst prediction with 721,799 reactions and 888 catalyst types from USPTO. Task: Predict which catalyst facilitates the given reaction. (1) Reactant: [NH:1]1[C:9]2[C:4](=[CH:5][CH:6]=[CH:7][CH:8]=2)[CH:3]=[C:2]1[C:10]([OH:12])=O.C(N1C=CN=C1)([N:15]1C=CN=C1)=O. Product: [NH:1]1[C:9]2[C:4](=[CH:5][CH:6]=[CH:7][CH:8]=2)[CH:3]=[C:2]1[C:10]([NH2:15])=[O:12]. The catalyst class is: 1. (2) Reactant: [CH:1]1([C:7]2[C:8]3[CH:9]=[CH:10][C:11]([C:29]([O:31][CH3:32])=[O:30])=[CH:12][C:13]=3[N:14]3[CH2:20][C:19]([C:21]([O:23]C)=[O:22])=[CH:18][C:17]4[CH:25]=[CH:26][CH:27]=[CH:28][C:16]=4[C:15]=23)[CH2:6][CH2:5][CH2:4][CH2:3][CH2:2]1.[Li+].[OH-]. Product: [CH:1]1([C:7]2[C:8]3[CH:9]=[CH:10][C:11]([C:29]([O:31][CH3:32])=[O:30])=[CH:12][C:13]=3[N:14]3[CH:20]=[C:19]([C:21]([OH:23])=[O:22])[CH2:18][C:17]4[CH:25]=[CH:26][CH:27]=[CH:28][C:16]=4[C:15]=23)[CH2:2][CH2:3][CH2:4][CH2:5][CH2:6]1. The catalyst class is: 9. (3) Reactant: Br[CH2:2][CH:3]([O:6][CH3:7])[O:4][CH3:5].[Br:8][C:9]1[CH:10]=[C:11]([SH:15])[CH:12]=[CH:13][CH:14]=1.[OH-].[K+]. Product: [Br:8][C:9]1[CH:10]=[C:11]([S:15][CH2:2][CH:3]([O:6][CH3:7])[O:4][CH3:5])[CH:12]=[CH:13][CH:14]=1. The catalyst class is: 58. (4) Reactant: [CH2:1]([O:8][C:9]1[CH:18]=[C:17]2[C:12]([C:13](Br)=[C:14]([C:20]([CH3:28])([CH3:27])[O:21][SiH2:22][C:23]([CH3:26])([CH3:25])[CH3:24])[O:15][C:16]2=[O:19])=[CH:11][CH:10]=1)[C:2]1[CH:7]=[CH:6][CH:5]=[CH:4][CH:3]=1.CC1(C)C(C)(C)OB([C:38]2[C:39]([CH3:48])=[C:40]3[C:45](=[CH:46][CH:47]=2)[O:44][CH2:43][CH2:42][CH2:41]3)O1.C([O-])([O-])=O.[Na+].[Na+].C1C=CC(P(C2C=CC=CC=2)C2C=CC=CC=2)=CC=1. Product: [CH2:1]([O:8][C:9]1[CH:18]=[C:17]2[C:12]([C:13]([C:38]3[C:39]([CH3:48])=[C:40]4[C:45](=[CH:46][CH:47]=3)[O:44][CH2:43][CH2:42][CH2:41]4)=[C:14]([C:20]([CH3:28])([CH3:27])[O:21][SiH2:22][C:23]([CH3:26])([CH3:25])[CH3:24])[O:15][C:16]2=[O:19])=[CH:11][CH:10]=1)[C:2]1[CH:7]=[CH:6][CH:5]=[CH:4][CH:3]=1. The catalyst class is: 117. (5) Reactant: [CH:1]1([N:4]([CH3:13])[C:5]2[N:9]=[C:8]([CH:10]=O)[N:7]([CH3:12])[N:6]=2)[CH2:3][CH2:2]1.[Cl-].[CH3:15][C:16]1[CH:21]=[C:20]([CH3:22])[N:19]2[N:23]=[C:24]([CH2:26][P+](C3C=CC=CC=3)(C3C=CC=CC=3)C3C=CC=CC=3)[N:25]=[C:18]2[N:17]=1.C1CCN2C(=NCCC2)CC1. Product: [CH:1]1([N:4]([C:5]2[N:9]=[C:8]([CH:10]=[CH:26][C:24]3[N:25]=[C:18]4[N:17]=[C:16]([CH3:15])[CH:21]=[C:20]([CH3:22])[N:19]4[N:23]=3)[N:7]([CH3:12])[N:6]=2)[CH3:13])[CH2:3][CH2:2]1. The catalyst class is: 7. (6) Reactant: [Cl:1][C:2]1[CH:3]=[C:4]([C:12]2[O:16][N:15]=[C:14]([C:17]3[CH:18]=[C:19]4[C:23](=[CH:24][CH:25]=3)[NH:22][C:21]([CH2:26][CH2:27][C:28]([O:30][CH2:31]C)=[O:29])=[CH:20]4)[N:13]=2)[CH:5]=[N:6][C:7]=1[O:8][CH:9]([CH3:11])[CH3:10].[C:33](=O)(OC)OC.C1N2CCN(CC2)C1. Product: [Cl:1][C:2]1[CH:3]=[C:4]([C:12]2[O:16][N:15]=[C:14]([C:17]3[CH:18]=[C:19]4[C:23](=[CH:24][CH:25]=3)[N:22]([CH3:33])[C:21]([CH2:26][CH2:27][C:28]([O:30][CH3:31])=[O:29])=[CH:20]4)[N:13]=2)[CH:5]=[N:6][C:7]=1[O:8][CH:9]([CH3:11])[CH3:10]. The catalyst class is: 42. (7) Reactant: [F:1][C:2]1[CH:7]=[CH:6][CH:5]=[CH:4][C:3]=1[CH:8]([OH:28])[CH2:9][O:10][C@H:11]1[CH2:16][CH2:15][C@H:14]([NH:17]C(=O)OCC2C=CC=CC=2)[CH2:13][CH2:12]1.[C:40]([O:39][C:37](O[C:37]([O:39][C:40]([CH3:43])([CH3:42])[CH3:41])=[O:38])=[O:38])([CH3:43])([CH3:42])[CH3:41].[H][H]. The catalyst class is: 29. Product: [F:1][C:2]1[CH:7]=[CH:6][CH:5]=[CH:4][C:3]=1[CH:8]([OH:28])[CH2:9][O:10][C@H:11]1[CH2:16][CH2:15][C@H:14]([NH:17][C:37](=[O:38])[O:39][C:40]([CH3:41])([CH3:42])[CH3:43])[CH2:13][CH2:12]1.